This data is from Forward reaction prediction with 1.9M reactions from USPTO patents (1976-2016). The task is: Predict the product of the given reaction. (1) Given the reactants [C:1]([C:3]1[C:4](F)=[CH:5][CH:6]=[C:7]2[C:12]=1[N:11]([C@@H:13]1[CH2:15][C@@H:14]1[F:16])[CH:10]=[C:9]([C:17]([O:19]CC)=[O:18])[C:8]2=[O:22])#[N:2].C(OC([NH:31][C:32]1([C@@H:35]2[CH2:39][CH2:38][NH:37][CH2:36]2)[CH2:34][CH2:33]1)=O)(C)(C)C.N12CCN(CC1)CC2, predict the reaction product. The product is: [NH2:31][C:32]1([C@@H:35]2[CH2:39][CH2:38][N:37]([C:4]3[C:3]([C:1]#[N:2])=[C:12]4[C:7]([C:8](=[O:22])[C:9]([C:17]([OH:19])=[O:18])=[CH:10][N:11]4[C@@H:13]4[CH2:15][C@@H:14]4[F:16])=[CH:6][CH:5]=3)[CH2:36]2)[CH2:34][CH2:33]1. (2) Given the reactants CC1C(N=C=O)=CC([N:8]=[C:9]=[O:10])=CC=1.[C:14]([O-:27])(=[O:26])[CH2:15][CH2:16]CCCCCCCCC.[C:14]([O-:27])(=[O:26])[CH2:15][CH2:16]CCCCCCCCC.C([Sn+2]CCCC)CCC.C(C1[C:60]([OH:61])=[C:59](C(C)(C)C)C=C(C)C=1)(C)(C)C.C(OCCO)(=O)C=C.CCCCO[C@H](CO)CC, predict the reaction product. The product is: [C:14]([OH:27])(=[O:26])[CH:15]=[CH2:16].[NH2:8][C:9]([O:61][CH2:60][CH3:59])=[O:10]. (3) Given the reactants C([O:5][C:6](=[O:35])[C:7]([CH3:34])([O:9][C:10]1[CH:33]=[CH:32][C:13]([C:14]([O:16][CH2:17][C:18]2[N:19]=[N:20][N:21]([CH2:23][C:24]3[CH:29]=[CH:28][C:27]([O:30][CH3:31])=[CH:26][CH:25]=3)[CH:22]=2)=[O:15])=[CH:12][CH:11]=1)[CH3:8])(C)(C)C.Cl, predict the reaction product. The product is: [CH3:31][O:30][C:27]1[CH:26]=[CH:25][C:24]([CH2:23][N:21]2[CH:22]=[C:18]([CH2:17][O:16][C:14]([C:13]3[CH:12]=[CH:11][C:10]([O:9][C:7]([CH3:34])([CH3:8])[C:6]([OH:35])=[O:5])=[CH:33][CH:32]=3)=[O:15])[N:19]=[N:20]2)=[CH:29][CH:28]=1. (4) Given the reactants C[O:2][C:3](=O)[C@:4]([CH2:13][CH2:14][CH2:15][CH3:16])([CH2:6][C:7]1[CH:12]=[CH:11][CH:10]=[CH:9][CH:8]=1)[NH2:5].[Li+].[BH4-], predict the reaction product. The product is: [NH2:5][C:4]([CH2:6][C:7]1[CH:8]=[CH:9][CH:10]=[CH:11][CH:12]=1)([CH2:13][CH2:14][CH2:15][CH3:16])[CH2:3][OH:2].